Dataset: Full USPTO retrosynthesis dataset with 1.9M reactions from patents (1976-2016). Task: Predict the reactants needed to synthesize the given product. (1) Given the product [CH3:28][S:29]([O-:32])(=[O:31])=[O:30].[C:1]([C:5]1[O:9][N:8]=[C:7]([NH:10][C:11](=[O:27])[CH2:12][C:13]2[CH:18]=[CH:17][C:16]([C:19]3[CH:24]=[CH:23][C:22]([NH2+:25][CH3:26])=[N:21][CH:20]=3)=[CH:15][CH:14]=2)[CH:6]=1)([CH3:4])([CH3:2])[CH3:3], predict the reactants needed to synthesize it. The reactants are: [C:1]([C:5]1[O:9][N:8]=[C:7]([NH:10][C:11](=[O:27])[CH2:12][C:13]2[CH:18]=[CH:17][C:16]([C:19]3[CH:20]=[N:21][C:22]([NH:25][CH3:26])=[CH:23][CH:24]=3)=[CH:15][CH:14]=2)[CH:6]=1)([CH3:4])([CH3:3])[CH3:2].[CH3:28][S:29]([OH:32])(=[O:31])=[O:30]. (2) Given the product [CH3:48][O:49][C:50](=[O:53])[CH2:51][NH:52][C:15](=[O:16])[CH:14]=[C:12]1[C:13]2[CH:1]=[CH:2][CH:3]=[CH:4][C:5]=2[C:6]2[C:11]1=[CH:10][CH:9]=[CH:8][CH:7]=2, predict the reactants needed to synthesize it. The reactants are: [CH:1]1[C:13]2[C:12](=[CH:14][C:15](O)=[O:16])[C:11]3[C:6](=[CH:7][CH:8]=[CH:9][CH:10]=3)[C:5]=2[CH:4]=[CH:3][CH:2]=1.Cl.C(N=C=NCCCN(C)C)C.OC1C2N=NNC=2C=CC=1.C(N(CC)CC)C.Cl.[CH3:48][O:49][C:50](=[O:53])[CH2:51][NH2:52]. (3) The reactants are: Br[C:2]1[CH:3]=[N:4][C:5]2[N:6]([N:8]=[C:9]([C:11]([CH3:14])([CH3:13])[CH3:12])[CH:10]=2)[CH:7]=1.[C:15]([C:17]1[CH:23]=[CH:22][C:20]([NH2:21])=[CH:19][CH:18]=1)#[CH:16]. Given the product [C:11]([C:9]1[CH:10]=[C:5]2[N:4]=[CH:3][C:2]([C:16]#[C:15][C:17]3[CH:23]=[CH:22][C:20]([NH2:21])=[CH:19][CH:18]=3)=[CH:7][N:6]2[N:8]=1)([CH3:14])([CH3:13])[CH3:12], predict the reactants needed to synthesize it. (4) The reactants are: CO[C:3]1C=C(C)[C:6](CC2OC(C(OC)=O)=CC=2)=[C:5]([CH3:20])[CH:4]=1.[CH3:21][O:22][C:23]1[CH:38]=[C:37]([CH3:39])[CH:36]=[C:35]([CH3:40])[C:24]=1[CH2:25][C:26]1[O:30][C:29]([C:31]([O:33][CH3:34])=[O:32])=[CH:28][CH:27]=1.ClCC=C(C)C.CC(C)([O-])C.[K+].CC1C=C(OCCC(C)=C)C=C(C)C=1CC1OC(C(OC)=O)=CC=1. Given the product [CH3:40][C:35]1[CH:36]=[C:37]([CH3:39])[CH:38]=[C:23]([O:22][CH2:21][CH2:3][CH2:4][C:5]([CH3:20])=[CH2:6])[C:24]=1[CH2:25][C:26]1[O:30][C:29]([C:31]([O:33][CH3:34])=[O:32])=[CH:28][CH:27]=1, predict the reactants needed to synthesize it. (5) Given the product [Cl:9][C:10]1[C:15]([Cl:16])=[CH:14][CH:13]=[CH:12][C:11]=1[S:17]([NH:20][C:21]1[C:22]([O:32][CH3:33])=[N:23][C:24]([F:31])=[C:25]([CH2:27][OH:28])[N:26]=1)(=[O:19])=[O:18], predict the reactants needed to synthesize it. The reactants are: C([BH-](CC)CC)C.[Li+].[Cl:9][C:10]1[C:15]([Cl:16])=[CH:14][CH:13]=[CH:12][C:11]=1[S:17]([NH:20][C:21]1[N:26]=[C:25]([C:27](OC)=[O:28])[C:24]([F:31])=[N:23][C:22]=1[O:32][CH3:33])(=[O:19])=[O:18]. (6) Given the product [CH3:15][N:16]([CH3:23])[C:17](=[O:22])[CH2:18][CH2:19][N:20]([CH3:21])[C:12]([C:10]1[S:9][C:5]2[N:6]=[CH:7][N:8]=[C:3]([S:2][CH3:1])[C:4]=2[N:11]=1)=[O:14], predict the reactants needed to synthesize it. The reactants are: [CH3:1][S:2][C:3]1[C:4]2[N:11]=[C:10]([C:12]([OH:14])=O)[S:9][C:5]=2[N:6]=[CH:7][N:8]=1.[CH3:15][N:16]([CH3:23])[C:17](=[O:22])[CH2:18][CH2:19][NH:20][CH3:21]. (7) Given the product [CH3:18][C:13]1([CH3:19])[C:14]([CH3:17])([CH3:16])[O:15][B:11]([C:2]2[CH:3]=[N:4][CH:5]=[C:6]([CH:10]=2)[C:7]([NH2:9])=[O:8])[O:12]1, predict the reactants needed to synthesize it. The reactants are: Br[C:2]1[CH:3]=[N:4][CH:5]=[C:6]([CH:10]=1)[C:7]([NH2:9])=[O:8].[B:11]1([B:11]2[O:15][C:14]([CH3:17])([CH3:16])[C:13]([CH3:19])([CH3:18])[O:12]2)[O:15][C:14]([CH3:17])([CH3:16])[C:13]([CH3:19])([CH3:18])[O:12]1.CC([O-])=O.[K+].